Dataset: NCI-60 drug combinations with 297,098 pairs across 59 cell lines. Task: Regression. Given two drug SMILES strings and cell line genomic features, predict the synergy score measuring deviation from expected non-interaction effect. (1) Drug 1: CN(C)N=NC1=C(NC=N1)C(=O)N. Drug 2: CCCS(=O)(=O)NC1=C(C(=C(C=C1)F)C(=O)C2=CNC3=C2C=C(C=N3)C4=CC=C(C=C4)Cl)F. Cell line: SF-539. Synergy scores: CSS=-2.01, Synergy_ZIP=-2.25, Synergy_Bliss=-6.28, Synergy_Loewe=-6.79, Synergy_HSA=-6.12. (2) Drug 1: CC12CCC3C(C1CCC2=O)CC(=C)C4=CC(=O)C=CC34C. Drug 2: C1=CN(C=N1)CC(O)(P(=O)(O)O)P(=O)(O)O. Cell line: OVCAR-4. Synergy scores: CSS=-0.701, Synergy_ZIP=-13.5, Synergy_Bliss=-28.9, Synergy_Loewe=-29.2, Synergy_HSA=-28.6. (3) Drug 1: CC(C1=C(C=CC(=C1Cl)F)Cl)OC2=C(N=CC(=C2)C3=CN(N=C3)C4CCNCC4)N. Drug 2: CS(=O)(=O)C1=CC(=C(C=C1)C(=O)NC2=CC(=C(C=C2)Cl)C3=CC=CC=N3)Cl. Cell line: CAKI-1. Synergy scores: CSS=28.8, Synergy_ZIP=-0.130, Synergy_Bliss=7.35, Synergy_Loewe=8.34, Synergy_HSA=8.26. (4) Drug 1: CC1CCC2CC(C(=CC=CC=CC(CC(C(=O)C(C(C(=CC(C(=O)CC(OC(=O)C3CCCCN3C(=O)C(=O)C1(O2)O)C(C)CC4CCC(C(C4)OC)OCCO)C)C)O)OC)C)C)C)OC. Drug 2: C1CN(P(=O)(OC1)NCCCl)CCCl. Cell line: LOX IMVI. Synergy scores: CSS=4.43, Synergy_ZIP=-2.13, Synergy_Bliss=2.53, Synergy_Loewe=-7.10, Synergy_HSA=0.331. (5) Drug 1: C1CN1P(=S)(N2CC2)N3CC3. Drug 2: C1=CC=C(C=C1)NC(=O)CCCCCCC(=O)NO. Cell line: OVCAR3. Synergy scores: CSS=0.842, Synergy_ZIP=7.38, Synergy_Bliss=8.34, Synergy_Loewe=-16.5, Synergy_HSA=-4.66. (6) Drug 1: C1CC(=O)NC(=O)C1N2CC3=C(C2=O)C=CC=C3N. Drug 2: CC(C)CN1C=NC2=C1C3=CC=CC=C3N=C2N. Cell line: SK-MEL-2. Synergy scores: CSS=1.31, Synergy_ZIP=-0.611, Synergy_Bliss=-1.93, Synergy_Loewe=-2.79, Synergy_HSA=-2.85.